This data is from Peptide-MHC class II binding affinity with 134,281 pairs from IEDB. The task is: Regression. Given a peptide amino acid sequence and an MHC pseudo amino acid sequence, predict their binding affinity value. This is MHC class II binding data. The peptide sequence is SINYRTEIDKPSQHH. The MHC is HLA-DPA10201-DPB10101 with pseudo-sequence HLA-DPA10201-DPB10101. The binding affinity (normalized) is 0.153.